From a dataset of Forward reaction prediction with 1.9M reactions from USPTO patents (1976-2016). Predict the product of the given reaction. (1) Given the reactants Cl[CH2:2][CH2:3][NH:4][C:5]([NH:7][C:8]1[CH:9]=[N:10][CH:11]=[CH:12][C:13]=1[CH3:14])=[O:6].[H-].[Na+], predict the reaction product. The product is: [CH3:14][C:13]1[CH:12]=[CH:11][N:10]=[CH:9][C:8]=1[N:7]1[CH2:2][CH2:3][NH:4][C:5]1=[O:6]. (2) Given the reactants [Cl:1][C:2]1[CH:3]=[C:4]([NH:10][C:11]2[CH:20]=[CH:19][C:14]([C:15](OC)=[O:16])=[CH:13][N:12]=2)[C:5](=[O:9])[N:6]([CH3:8])[N:7]=1.CC(C[AlH]CC(C)C)C, predict the reaction product. The product is: [Cl:1][C:2]1[CH:3]=[C:4]([NH:10][C:11]2[CH:20]=[CH:19][C:14]([CH2:15][OH:16])=[CH:13][N:12]=2)[C:5](=[O:9])[N:6]([CH3:8])[N:7]=1. (3) Given the reactants [CH:1]1([CH2:4][O:5][C:6]2[CH:14]=[CH:13][C:9]3[O:10][CH2:11][O:12][C:8]=3[C:7]=2[C:15]2[CH:20]=[CH:19][N:18]=[C:17]3[C:21]([C:33]([NH:35][CH:36]4[CH2:41][CH2:40][N:39]([C:42]([O:44][C:45]([CH3:48])([CH3:47])[CH3:46])=[O:43])[CH2:38][CH2:37]4)=[O:34])=[C:22]([CH3:32])[N:23](COCC[Si](C)(C)C)[C:16]=23)[CH2:3][CH2:2]1.O.O.O.[F-].C([N+](CCCC)(CCCC)CCCC)CCC.C(N)CN, predict the reaction product. The product is: [CH:1]1([CH2:4][O:5][C:6]2[CH:14]=[CH:13][C:9]3[O:10][CH2:11][O:12][C:8]=3[C:7]=2[C:15]2[CH:20]=[CH:19][N:18]=[C:17]3[C:21]([C:33]([NH:35][CH:36]4[CH2:41][CH2:40][N:39]([C:42]([O:44][C:45]([CH3:48])([CH3:47])[CH3:46])=[O:43])[CH2:38][CH2:37]4)=[O:34])=[C:22]([CH3:32])[NH:23][C:16]=23)[CH2:3][CH2:2]1. (4) Given the reactants [C:1]([C:4]1[CH:5]=[C:6]([NH:11][C:12](=[O:16])[CH2:13][CH2:14][CH3:15])[CH:7]=[CH:8][C:9]=1[OH:10])(=[O:3])[CH3:2].[C:17](=O)([O-])[O-].[K+].[K+], predict the reaction product. The product is: [C:1]([C:4]1[CH:5]=[C:6]([NH:11][C:12](=[O:16])[CH2:13][CH2:14][CH3:15])[CH:7]=[CH:8][C:9]=1[O:10][CH3:17])(=[O:3])[CH3:2]. (5) Given the reactants C1(C)C=CC(S([O-])(=O)=O)=CC=1.[NH+]1C=CC=CC=1.[Cl:18][C:19]1[C:38]([Cl:39])=[CH:37][C:22]2[N:23]([CH:26]3[CH2:36][CH2:35][CH:29]4[O:30]C(C)(C)[O:32][CH:28]4[CH2:27]3)[CH:24]=[N:25][C:21]=2[CH:20]=1, predict the reaction product. The product is: [Cl:18][C:19]1[C:38]([Cl:39])=[CH:37][C:22]2[N:23]([C@@H:26]3[CH2:36][CH2:35][C@@H:29]([OH:30])[C@@H:28]([OH:32])[CH2:27]3)[CH:24]=[N:25][C:21]=2[CH:20]=1. (6) Given the reactants O.C1(C)C=CC(S(O)(=O)=O)=CC=1.O[C:14]([C:21]1[CH:28]=[CH:27][C:24]([C:25]#[N:26])=[CH:23][CH:22]=1)([CH3:20])[CH2:15][C:16]([CH3:19])([CH3:18])[CH3:17], predict the reaction product. The product is: [CH3:17][C:16]([CH3:19])([CH3:18])[CH2:15][C:14]([C:21]1[CH:22]=[CH:23][C:24]([C:25]#[N:26])=[CH:27][CH:28]=1)=[CH2:20]. (7) Given the reactants [Cl:1][C:2]1[CH:7]=[CH:6][C:5]([NH:8][CH:9]2[CH2:12]S[CH2:10]2)=[C:4]([N+:13]([O-:15])=[O:14])[CH:3]=1.O[O:17][S:18]([O-:20])=O.[K+], predict the reaction product. The product is: [Cl:1][C:2]1[CH:7]=[CH:6][C:5]([NH:8][CH:9]2[CH2:10][S:18](=[O:20])(=[O:17])[CH2:12]2)=[C:4]([N+:13]([O-:15])=[O:14])[CH:3]=1.